From a dataset of Reaction yield outcomes from USPTO patents with 853,638 reactions. Predict the reaction yield, written as a fraction of the theoretical maximum amount of product (1.0 means a 100% yield; for example, 0.34 means a 34% yield). (1) The reactants are C([O-])=O.[NH4+].[CH2:5]([O:12][C:13]1[C:18]([O:19][CH3:20])=[CH:17][C:16]([C:21](=[O:23])[CH3:22])=[C:15]([N+:24]([O-])=O)[CH:14]=1)[C:6]1[CH:11]=[CH:10][CH:9]=[CH:8][CH:7]=1.C1(C)C=CC=CC=1. The catalyst is [Fe].O. The product is [NH2:24][C:15]1[CH:14]=[C:13]([O:12][CH2:5][C:6]2[CH:11]=[CH:10][CH:9]=[CH:8][CH:7]=2)[C:18]([O:19][CH3:20])=[CH:17][C:16]=1[C:21](=[O:23])[CH3:22]. The yield is 0.900. (2) The catalyst is ClCCl. The yield is 0.0100. The reactants are [CH2:1]([N:3]([CH2:23][CH3:24])[C:4]([CH:6]1[C:18]2[C:17]3[C:12](=[CH:13][CH:14]=[CH:15][C:16]=3[F:19])[N:11]([CH2:20][CH2:21][OH:22])[C:10]=2[CH2:9][CH2:8][CH2:7]1)=[O:5])[CH3:2].C(N(CC)C(C1C2C3C(=CC(F)=CC=3)N(CCO)C=2CCC1)=O)C.N1C=CC=CC=1.[CH3:55][S:56](Cl)(=[O:58])=[O:57]. The product is [CH2:1]([N:3]([CH2:23][CH3:24])[C:4]([CH:6]1[C:18]2[C:13]3[C:12](=[CH:17][C:16]([F:19])=[CH:15][CH:14]=3)[N:11]([CH2:20][CH2:21][O:22][S:56]([CH3:55])(=[O:58])=[O:57])[C:10]=2[CH2:9][CH2:8][CH2:7]1)=[O:5])[CH3:2]. (3) The yield is 0.296. The catalyst is CC#N. The product is [CH3:36][N:37]1[CH2:42][CH2:41][N:40]([C:43]2[C:44]3[N:50]=[C:1]([C:3]4[C:11]5[C:6](=[CH:7][CH:8]=[C:9]([C:12]6[CH:13]=[C:14]([NH:18][C:19](=[O:27])[CH2:20][C:21]7[CH:22]=[CH:23][CH:24]=[CH:25][CH:26]=7)[CH:15]=[N:16][CH:17]=6)[CH:10]=5)[N:5]([CH2:28][O:29][CH2:30][CH2:31][Si:32]([CH3:35])([CH3:33])[CH3:34])[N:4]=4)[NH:49][C:45]=3[CH:46]=[CH:47][CH:48]=2)[CH2:39][CH2:38]1. The reactants are [CH:1]([C:3]1[C:11]2[C:6](=[CH:7][CH:8]=[C:9]([C:12]3[CH:13]=[C:14]([NH:18][C:19](=[O:27])[CH2:20][C:21]4[CH:26]=[CH:25][CH:24]=[CH:23][CH:22]=4)[CH:15]=[N:16][CH:17]=3)[CH:10]=2)[N:5]([CH2:28][O:29][CH2:30][CH2:31][Si:32]([CH3:35])([CH3:34])[CH3:33])[N:4]=1)=O.[CH3:36][N:37]1[CH2:42][CH2:41][N:40]([C:43]2[CH:48]=[CH:47][CH:46]=[C:45]([NH2:49])[C:44]=2[NH2:50])[CH2:39][CH2:38]1.ClC1C(=O)C(Cl)=C(Cl)C(=O)C=1Cl.CCOC(C)=O. (4) The reactants are C[O:2][C:3](=[O:36])[C@H:4]([CH2:16][C:17]1[CH:22]=[CH:21][C:20]([C:23]2[C:24](=[O:35])[N:25]([CH3:34])[C:26]([C:30]([F:33])([F:32])[F:31])=[CH:27][C:28]=2[CH3:29])=[CH:19][CH:18]=1)[NH:5][C:6]([C:8]1[C:13]([Cl:14])=[CH:12][CH:11]=[CH:10][C:9]=1[Cl:15])=[O:7]. The catalyst is C(O)C.[OH-].[Na+]. The product is [Cl:15][C:9]1[CH:10]=[CH:11][CH:12]=[C:13]([Cl:14])[C:8]=1[C:6]([NH:5][C@H:4]([C:3]([OH:36])=[O:2])[CH2:16][C:17]1[CH:18]=[CH:19][C:20]([C:23]2[C:24](=[O:35])[N:25]([CH3:34])[C:26]([C:30]([F:32])([F:33])[F:31])=[CH:27][C:28]=2[CH3:29])=[CH:21][CH:22]=1)=[O:7]. The yield is 0.790. (5) The reactants are [N+:1](=[CH2:3])=[N-:2].[O:4]1[CH:8]=[CH:7][CH:6]=[C:5]1[C:9](Cl)=[O:10]. The catalyst is CCOCC. The product is [N+:1](=[CH:3][C:9]([C:5]1[O:4][CH:8]=[CH:7][CH:6]=1)=[O:10])=[N-:2]. The yield is 0.490. (6) The reactants are [NH2:1][CH2:2][CH:3]([C:5]1[CH:10]=[CH:9][C:8]([C:11]2[C:12]3[C:13]4[CH:26]=[CH:25][S:24][C:14]=4[C:15](=[O:23])[NH:16][C:17]=3[CH:18]=[CH:19][C:20]=2[O:21]C)=[CH:7][CH:6]=1)[CH3:4].B(Br)(Br)Br.C(Cl)[Cl:32]. No catalyst specified. The product is [ClH:32].[NH2:1][CH2:2][CH:3]([C:5]1[CH:6]=[CH:7][C:8]([C:11]2[C:12]3[C:13]4[CH:26]=[CH:25][S:24][C:14]=4[C:15](=[O:23])[NH:16][C:17]=3[CH:18]=[CH:19][C:20]=2[OH:21])=[CH:9][CH:10]=1)[CH3:4]. The yield is 0.420. (7) The reactants are [Br:1][C:2]1[CH:7]=[CH:6][C:5]([Cl:8])=[CH:4][C:3]=1[CH2:9]Br.[NH:11]1[CH2:16][CH2:15][O:14][CH2:13][CH2:12]1.C(N(CC)CC)C.C(OC(=O)C)C. The catalyst is CN(C=O)C. The product is [Br:1][C:2]1[CH:7]=[CH:6][C:5]([Cl:8])=[CH:4][C:3]=1[CH2:9][N:11]1[CH2:16][CH2:15][O:14][CH2:13][CH2:12]1. The yield is 0.920. (8) The reactants are C[N:2]([CH:4]=[C:5]1[C:13]2[C:8](=[CH:9][N:10]=[CH:11][CH:12]=2)[NH:7][C:6]1=[O:14])[CH3:3].[S:15]([NH2:25])(=[O:24])([C:17]1[CH:22]=[CH:21]C(N)=[CH:19][CH:18]=1)=[O:16]. The catalyst is Cl.C(O)C. The product is [O:14]=[C:6]1[NH:7][C:8]2=[CH:9][N:10]=[CH:11][CH:12]=[C:13]2[C:5]1=[CH:4][NH:2][C:3]1[CH:21]=[CH:22][C:17]([S:15]([NH2:25])(=[O:24])=[O:16])=[CH:18][CH:19]=1. The yield is 0.170. (9) The reactants are [Cl-].O[NH3+:3].[C:4](=[O:7])([O-])[OH:5].[Na+].CS(C)=O.[O:13]1[C:17]2[CH:18]=[CH:19][C:20]([N:22]3[C:27](=[O:28])[C:26]([CH2:29][C:30]4[CH:35]=[CH:34][C:33]([C:36]5[C:37]([C:42]#[N:43])=[CH:38][CH:39]=[CH:40][CH:41]=5)=[CH:32][CH:31]=4)=[C:25]([O:44][CH2:45][CH3:46])[N:24]=[C:23]3[CH3:47])=[CH:21][C:16]=2[CH2:15][CH2:14]1. The catalyst is C(OCC)(=O)C. The product is [O:13]1[C:17]2[CH:18]=[CH:19][C:20]([N:22]3[C:27](=[O:28])[C:26]([CH2:29][C:30]4[CH:35]=[CH:34][C:33]([C:36]5[CH:41]=[CH:40][CH:39]=[CH:38][C:37]=5[C:42]5[NH:3][C:4](=[O:7])[O:5][N:43]=5)=[CH:32][CH:31]=4)=[C:25]([O:44][CH2:45][CH3:46])[N:24]=[C:23]3[CH3:47])=[CH:21][C:16]=2[CH2:15][CH2:14]1. The yield is 0.350.